Dataset: Experimentally validated miRNA-target interactions with 360,000+ pairs, plus equal number of negative samples. Task: Binary Classification. Given a miRNA mature sequence and a target amino acid sequence, predict their likelihood of interaction. (1) The miRNA is cel-miR-2209a-3p with sequence AGAGAUCAGCGGUUACACUACA. Result: 0 (no interaction). The protein sequence of the target gene is MESLSELQNPLLPRSPTHLHRPYPYPEAPPGWSCQEQLYSFLLGGAGPARAHQLLDPGSLQLAVEAWYRPSCLLGRDKVKEPKAGSCETSFTEAREPLAGPAEEGSEPGQAAEDVTIHTVSYGVQEELQGQEDSQEEESDGTSSESECEDAFLTLPPRDHLGLTLFSMLCCFWPLGIAAFYFSQGTSKAISKGDFRLASTTSRRALFLATLSIAVGAGLYVAVVVALAAYMSQNGHG. (2) The miRNA is hsa-miR-371a-5p with sequence ACUCAAACUGUGGGGGCACU. The protein sequence of the target gene is MSRLLPLLRSRTARSLRPGPAAAAAPRPPSWCCCGRGLLALAPPGGLPGGPRRLGTHPKKEPMEALNTAQGARDFIYSLHSTERSCLLKELHRFESIAIAQEKLEAPPPTPGQLRYVFIHNAIPFIGFGFLDNAIMIVAGTHIEMSIGIILGISTMAAAALGNLVSDLAGLGLAGYVEALASRLGLSIPDLTPKQVDMWQTRLSTHLGKAVGVTIGCILGMFPLIFFGGGEEDEKLETKS. Result: 1 (interaction).